From a dataset of Full USPTO retrosynthesis dataset with 1.9M reactions from patents (1976-2016). Predict the reactants needed to synthesize the given product. (1) Given the product [CH3:23][C:21]1([CH3:24])[O:20][N:19]=[C:18]([S:15][CH:7]([C:6]2[CH:9]=[CH:10][CH:11]=[CH:12][CH:13]=2)[CH3:2])[CH2:22]1, predict the reactants needed to synthesize it. The reactants are: N[C:2](N)=S.C[C:6]1([CH:13]=[CH:12][CH:11]=[CH:10][CH2:9]1)[CH2:7]Br.C[S:15]([C:18]1[CH2:22][C:21]([CH3:24])([CH3:23])[O:20][N:19]=1)(=O)=O.C(=O)([O-])[O-].[K+].[K+]. (2) Given the product [Cl:1][C:2]1[CH:3]=[N:4][C:5]([NH:11][CH:12]2[CH2:15][C:14]([F:17])([F:16])[CH2:13]2)=[C:6]([CH:10]=1)[C:7]([NH:26][C:21]([CH3:28])([CH2:20][CH3:19])[C:22]#[CH:23])=[O:9], predict the reactants needed to synthesize it. The reactants are: [Cl:1][C:2]1[CH:3]=[N:4][C:5]([NH:11][CH:12]2[CH2:15][C:14]([F:17])([F:16])[CH2:13]2)=[C:6]([CH:10]=1)[C:7]([OH:9])=O.C1[CH:19]=[CH:20][C:21]2[N:26](O)N=N[C:22]=2[CH:23]=1.[CH3:28]CN=C=NCCCN(C)C.CCN(C(C)C)C(C)C. (3) Given the product [Br:1][CH:5]1[CH2:6][CH2:7][C:8](=[O:9])[NH:3][C:4]1=[O:10], predict the reactants needed to synthesize it. The reactants are: [Br:1]Br.[NH:3]1[C:8](=[O:9])[CH2:7][CH2:6][CH2:5][C:4]1=[O:10].Br. (4) Given the product [CH3:41][S:42][C:2]1[C:3]([N:20]2[CH2:25][CH2:24][CH2:23][C@@H:22]([NH:26][C:27](=[O:33])[O:28][C:29]([CH3:32])([CH3:31])[CH3:30])[CH2:21]2)=[C:4]2[C:10]([NH:11][C:12](=[O:19])[C:13]3[CH:18]=[CH:17][CH:16]=[N:15][CH:14]=3)=[CH:9][NH:8][C:5]2=[N:6][CH:7]=1, predict the reactants needed to synthesize it. The reactants are: Br[C:2]1[C:3]([N:20]2[CH2:25][CH2:24][CH2:23][C@@H:22]([NH:26][C:27](=[O:33])[O:28][C:29]([CH3:32])([CH3:31])[CH3:30])[CH2:21]2)=[C:4]2[C:10]([NH:11][C:12](=[O:19])[C:13]3[CH:18]=[CH:17][CH:16]=[N:15][CH:14]=3)=[CH:9][NH:8][C:5]2=[N:6][CH:7]=1.[Li]C.C([Li])CCC.[CH3:41][S:42]SC. (5) Given the product [F:1][C:2]1[CH:7]=[CH:6][CH:5]=[CH:4][C:3]=1[N:8]1[C:16]2[C:11](=[C:12]([N:17]3[CH2:24][C@@H:23]4[C@H:19]([CH2:20][N:21]([C:38](=[O:39])[CH2:37][CH:36]([OH:35])[CH3:41])[CH2:22]4)[C:18]3=[O:25])[CH:13]=[CH:14][CH:15]=2)[CH:10]=[N:9]1, predict the reactants needed to synthesize it. The reactants are: [F:1][C:2]1[CH:7]=[CH:6][CH:5]=[CH:4][C:3]=1[N:8]1[C:16]2[C:11](=[C:12]([N:17]3[CH2:24][CH:23]4[CH:19]([CH2:20][NH:21][CH2:22]4)[C:18]3=[O:25])[CH:13]=[CH:14][CH:15]=2)[CH:10]=[N:9]1.C(N(C(C)C)C(C)C)C.[OH:35][CH:36]([CH3:41])[CH2:37][C:38](O)=[O:39].F[P-](F)(F)(F)(F)F.CN(C(N1C2C(=NC=CC=2)[N+]([O-])=N1)=[N+](C)C)C. (6) Given the product [CH3:1][O:2][C:3]([C:5]1[S:6][C:7]([C:11]([CH:13]2[CH2:18][CH2:17][O:16][CH2:15][CH2:14]2)=[O:12])=[CH:8][C:9]=1[N:10]=[CH:21][N:24]([CH3:26])[CH3:25])=[O:4], predict the reactants needed to synthesize it. The reactants are: [CH3:1][O:2][C:3]([C:5]1[S:6][C:7]([C:11]([CH:13]2[CH2:18][CH2:17][O:16][CH2:15][CH2:14]2)=[O:12])=[CH:8][C:9]=1[NH2:10])=[O:4].CO[CH:21]([N:24]([CH3:26])[CH3:25])OC. (7) Given the product [C:1]([O:5][C:6]([C:8]1[CH:9]=[C:10](/[CH:14]=[CH:15]/[C:16]([OH:18])=[O:17])[CH:11]=[CH:12][CH:13]=1)=[O:7])([CH3:4])([CH3:2])[CH3:3], predict the reactants needed to synthesize it. The reactants are: [C:1]([O:5][C:6]([C:8]1[CH:9]=[C:10](/[CH:14]=[CH:15]/[C:16]([O:18]CC)=[O:17])[CH:11]=[CH:12][CH:13]=1)=[O:7])([CH3:4])([CH3:3])[CH3:2].[OH-].[Na+]. (8) Given the product [C:1]12([NH:11][CH2:20][C:18]3[N:19]=[C:13]4[N:14]([CH:17]=3)[CH:15]=[CH:16][S:12]4)[CH2:8][CH:7]3[CH2:6][CH:5]([CH2:4][CH:3]([CH2:9]3)[CH2:2]1)[CH2:10]2, predict the reactants needed to synthesize it. The reactants are: [C:1]12([NH2:11])[CH2:10][CH:5]3[CH2:6][CH:7]([CH2:9][CH:3]([CH2:4]3)[CH2:2]1)[CH2:8]2.[S:12]1[CH:16]=[CH:15][N:14]2[CH:17]=[C:18]([CH:20]=O)[N:19]=[C:13]12.